Dataset: Forward reaction prediction with 1.9M reactions from USPTO patents (1976-2016). Task: Predict the product of the given reaction. (1) Given the reactants [CH2:1]([NH:5]/[C:6](/[CH3:12])=[CH:7]\[C:8]([O:10][CH3:11])=[O:9])[CH2:2][CH2:3][CH3:4].Cl.CO.N/C(/C)=C\C(OC)=O.FC(F)(F)CO, predict the reaction product. The product is: [CH2:1]([NH:5][CH:6]([CH3:12])[CH2:7][C:8]([O:10][CH3:11])=[O:9])[CH2:2][CH2:3][CH3:4]. (2) Given the reactants [Cl:1][C:2]1[CH:7]=[CH:6][C:5]([C:8]2(O)[CH2:14][CH:13]3[N:15]([CH3:16])[CH:10]([CH2:11][CH2:12]3)[CH2:9]2)=[CH:4][CH:3]=1, predict the reaction product. The product is: [Cl:1][C:2]1[CH:3]=[CH:4][C:5]([C:8]2[CH2:9][CH:10]3[N:15]([CH3:16])[CH:13]([CH2:12][CH2:11]3)[CH:14]=2)=[CH:6][CH:7]=1. (3) Given the reactants [NH2:1][C:2]1[C:3]([NH:36][CH3:37])=[CH:4][C:5]([C:10]2[CH:31]=[CH:30][C:13]([O:14][CH2:15][CH2:16][CH:17]3[CH2:22][CH2:21][N:20]([C:23]([O:25][C:26]([CH3:29])([CH3:28])[CH3:27])=[O:24])[CH2:19][CH2:18]3)=[C:12]([C:32]([F:35])([F:34])[F:33])[CH:11]=2)=[N:6][C:7]=1[C:8]#[N:9].Cl.[N:39]([O-])=O.[Na+].C(OCC)(=O)C, predict the reaction product. The product is: [C:8]([C:7]1[C:2]2[N:1]=[N:39][N:36]([CH3:37])[C:3]=2[CH:4]=[C:5]([C:10]2[CH:31]=[CH:30][C:13]([O:14][CH2:15][CH2:16][CH:17]3[CH2:22][CH2:21][N:20]([C:23]([O:25][C:26]([CH3:29])([CH3:28])[CH3:27])=[O:24])[CH2:19][CH2:18]3)=[C:12]([C:32]([F:35])([F:33])[F:34])[CH:11]=2)[N:6]=1)#[N:9].